From a dataset of Forward reaction prediction with 1.9M reactions from USPTO patents (1976-2016). Predict the product of the given reaction. (1) Given the reactants [Cl:1][C:2]1[CH:26]=[CH:25][C:5]([CH2:6][NH:7][C:8]([C:10]2[C:11](=[O:24])[C:12]3[CH:19]=[C:18]([C:20]#[C:21][CH2:22][OH:23])[S:17][C:13]=3[N:14]([CH3:16])[CH:15]=2)=[O:9])=[CH:4][CH:3]=1.C(Cl)Cl.C(O)C, predict the reaction product. The product is: [Cl:1][C:2]1[CH:26]=[CH:25][C:5]([CH2:6][NH:7][C:8]([C:10]2[C:11](=[O:24])[C:12]3[CH:19]=[C:18]([CH2:20][CH2:21][CH2:22][OH:23])[S:17][C:13]=3[N:14]([CH3:16])[CH:15]=2)=[O:9])=[CH:4][CH:3]=1. (2) Given the reactants [C:1]([O:5][C:6](=[O:32])[NH:7][C@H:8]1[CH2:12][CH2:11][N:10]([C@@H:13]([CH2:19][NH:20][C:21]([O:23][CH2:24][C:25]2[CH:30]=[CH:29][CH:28]=[CH:27][CH:26]=2)=[O:22])[C@@H:14]([OH:18])[C:15]#[C:16][CH3:17])[C:9]1=[O:31])([CH3:4])([CH3:3])[CH3:2].C(N([CH2:38][CH3:39])CC)C.[CH2:40](OC(OC(O[CH2:40][C:41]1[CH:46]=[CH:45][CH:44]=[CH:43][CH:42]=1)=O)=O)[C:41]1[CH:46]=[CH:45][CH:44]=[CH:43][CH:42]=1, predict the reaction product. The product is: [C:1]([O:5][C:6](=[O:32])[NH:7][C@H:8]1[CH2:12][CH2:11][N:10]([C@@H:13]([CH2:19][N:20]([C:21]([O:23][CH2:24][C:25]2[CH:26]=[CH:27][CH:28]=[CH:29][CH:30]=2)=[O:22])[CH2:45][C:44]2[CH:43]=[CH:42][C:41]([CH3:46])=[CH:40][C:38]=2[CH3:39])[C@@H:14]([OH:18])[C:15]#[C:16][CH3:17])[C:9]1=[O:31])([CH3:2])([CH3:3])[CH3:4]. (3) Given the reactants O([C:6]([CH2:8][CH3:9])=[O:7])[C:6]([CH2:8][CH3:9])=[O:7].[BH3-]C#N.[Na+].[CH2:14](O)[C:15]1[CH:20]=CC=CC=1.C[O:23][C:24]1[CH:25]=CC2N=CC=C([C@@H](O)[C@H]3N4C[C@H](C=C)[C@@H](CC4)C3)[C:28]=2[CH:29]=1.[CH2:46]([C:48](Cl)=O)[CH3:47].[N-]=[N+]=[N-].[Na+].C1C=CC2[N:63]([OH:64])[N:62]=[N:61]C=2C=1.CN1CCOCC1.CC(OC(/N=N/C(OC(C)C)=O)=O)C.[OH-].[Na+], predict the reaction product. The product is: [CH:14]1[CH:15]=[CH:20][C:6]2[N:63]([OH:64])[N:62]=[N:61][C:8]=2[CH:9]=1.[C:6]12([OH:7])[CH2:8][CH:9]([C:46]1([CH3:48])[CH3:47])[CH2:28][CH2:29][C:24]2([OH:23])[CH3:25]. (4) Given the reactants [OH:1][CH2:2][CH2:3][CH2:4][C:5]1[C:13]2[C:8](=[CH:9][CH:10]=[CH:11][CH:12]=2)[NH:7][C:6]=1[C:14]([O:16][CH2:17][CH3:18])=[O:15].[C:19]1(O)[C:28]2[CH2:27][CH2:26][CH2:25][CH2:24][C:23]=2[CH:22]=[CH:21][CH:20]=1, predict the reaction product. The product is: [C:27]1([O:1][CH2:2][CH2:3][CH2:4][C:5]2[C:13]3[C:8](=[CH:9][CH:10]=[CH:11][CH:12]=3)[NH:7][C:6]=2[C:14]([O:16][CH2:17][CH3:18])=[O:15])[C:28]2[CH2:19][CH2:20][CH2:21][CH2:22][C:23]=2[CH:24]=[CH:25][CH:26]=1. (5) Given the reactants [NH:1]1[CH2:6][CH2:5][CH:4]([NH:7][C:8](=[O:16])[C:9]2[CH:14]=[CH:13][C:12]([F:15])=[CH:11][CH:10]=2)[CH2:3][CH2:2]1.N1C=CC=CC=1.[C:23](Cl)(=[O:30])[C:24]1[CH:29]=[CH:28][CH:27]=[CH:26][CH:25]=1.O, predict the reaction product. The product is: [C:23]([N:1]1[CH2:2][CH2:3][CH:4]([NH:7][C:8](=[O:16])[C:9]2[CH:14]=[CH:13][C:12]([F:15])=[CH:11][CH:10]=2)[CH2:5][CH2:6]1)(=[O:30])[C:24]1[CH:29]=[CH:28][CH:27]=[CH:26][CH:25]=1. (6) Given the reactants [NH:1]1[CH:5]=[CH:4][C:3]([C:6]2[C:15]3[C:10](=[CH:11][CH:12]=[CH:13][CH:14]=3)[N:9]=[CH:8][CH:7]=2)=[N:2]1.[F:16][C:17]1[CH:18]=[CH:19][C:20]([CH3:27])=[C:21]([S:23](Cl)(=[O:25])=[O:24])[CH:22]=1, predict the reaction product. The product is: [F:16][C:17]1[CH:18]=[CH:19][C:20]([CH3:27])=[C:21]([S:23]([N:1]2[CH:5]=[CH:4][C:3]([C:6]3[C:15]4[C:10](=[CH:11][CH:12]=[CH:13][CH:14]=4)[N:9]=[CH:8][CH:7]=3)=[N:2]2)(=[O:25])=[O:24])[CH:22]=1.